Dataset: Catalyst prediction with 721,799 reactions and 888 catalyst types from USPTO. Task: Predict which catalyst facilitates the given reaction. (1) Reactant: [F:1][C:2]([F:12])([F:11])[C:3]1[CH:10]=[CH:9][C:6]([CH2:7][NH2:8])=[CH:5][CH:4]=1.[C:13](=O)(OC(C)(C)C)OC(C)(C)C.[Cl-].[NH4+].C(=O)([O-])N.[H-].[H-].[H-].[H-].[Li+].[Al+3]. Product: [CH3:13][NH:8][CH2:7][C:6]1[CH:9]=[CH:10][C:3]([C:2]([F:11])([F:12])[F:1])=[CH:4][CH:5]=1. The catalyst class is: 168. (2) Reactant: [CH:1]1([O:4][C:5]2[CH:6]=[C:7]([CH:15]([C:24]3[CH:25]=[CH:26][C:27]([C:30]([OH:33])([CH3:32])[CH3:31])=[N:28][CH:29]=3)[CH2:16][C:17]3[CH:18]=[N+:19]([O-])[CH:20]=[CH:21][CH:22]=3)[CH:8]=[CH:9][C:10]=2[O:11][CH:12]([F:14])[F:13])[CH2:3][CH2:2]1.C(N(CC)CC)C.FC(F)(F)C(OC(=O)C(F)(F)F)=[O:44]. Product: [CH:1]1([O:4][C:5]2[CH:6]=[C:7]([CH:15]([C:24]3[CH:25]=[CH:26][C:27]([C:30]([OH:33])([CH3:32])[CH3:31])=[N:28][CH:29]=3)[CH2:16][C:17]3[CH:22]=[CH:21][C:20](=[O:44])[NH:19][CH:18]=3)[CH:8]=[CH:9][C:10]=2[O:11][CH:12]([F:14])[F:13])[CH2:3][CH2:2]1. The catalyst class is: 1.